The task is: Predict the reaction yield, written as a fraction of the theoretical maximum amount of product (1.0 means a 100% yield; for example, 0.34 means a 34% yield).. This data is from Reaction yield outcomes from USPTO patents with 853,638 reactions. (1) The reactants are [CH3:1][O:2][C:3](=[O:33])[C@H:4]([CH2:13][C:14]1[CH:19]=[CH:18][C:17]([N:20]2[C:28](=[O:29])[C:27]3[C:22](=[CH:23][CH:24]=[C:25]([C:30]#[N:31])[CH:26]=3)[C:21]2=[O:32])=[CH:16][CH:15]=1)[NH:5]C(OC(C)(C)C)=O.[F:34][C:35]([F:40])([F:39])[C:36]([OH:38])=[O:37]. The catalyst is ClCCl. The product is [OH:38][C:36]([C:35]([F:40])([F:39])[F:34])=[O:37].[CH3:1][O:2][C:3](=[O:33])[C@H:4]([CH2:13][C:14]1[CH:15]=[CH:16][C:17]([N:20]2[C:28](=[O:29])[C:27]3[C:22](=[CH:23][CH:24]=[C:25]([C:30]#[N:31])[CH:26]=3)[C:21]2=[O:32])=[CH:18][CH:19]=1)[NH2:5]. The yield is 1.00. (2) The reactants are [CH3:1][C:2]1[C:16](=[O:17])[N:15]=[C:14]2[N:4]([C@@H:5]3[O:9][C@H:8]([CH2:10][OH:11])[C@@H:7]([OH:12])[C@@H:6]3[O:13]2)[CH:3]=1.[CH3:18][O:19][CH2:20][CH2:21][O:22]B([O:22][CH2:21][CH2:20][O:19][CH3:18])[O:22][CH2:21][CH2:20][O:19][CH3:18]. The catalyst is COCCO. The product is [CH3:18][O:19][CH2:20][CH2:21][O:22][C@@H:6]1[C@H:7]([OH:12])[C@@H:8]([CH2:10][OH:11])[O:9][C@H:5]1[N:4]1[CH:3]=[C:2]([CH3:1])[C:16](=[O:17])[NH:15][C:14]1=[O:13]. The yield is 0.630.